This data is from Forward reaction prediction with 1.9M reactions from USPTO patents (1976-2016). The task is: Predict the product of the given reaction. Given the reactants C([O-])([O-])=O.[K+].[K+].[CH3:7][C@@H:8]1[CH2:13][NH:12][CH2:11][CH2:10][NH:9]1.[Cl:14][C:15]1[N:16]=[N:17][C:18](Cl)=[C:19]([CH3:22])[C:20]=1[CH3:21], predict the reaction product. The product is: [Cl:14][C:15]1[N:16]=[N:17][C:18]([N:12]2[CH2:11][CH2:10][NH:9][C@H:8]([CH3:7])[CH2:13]2)=[C:19]([CH3:22])[C:20]=1[CH3:21].